Dataset: NCI-60 drug combinations with 297,098 pairs across 59 cell lines. Task: Regression. Given two drug SMILES strings and cell line genomic features, predict the synergy score measuring deviation from expected non-interaction effect. (1) Drug 1: COC1=C(C=C2C(=C1)N=CN=C2NC3=CC(=C(C=C3)F)Cl)OCCCN4CCOCC4. Drug 2: CC(C1=C(C=CC(=C1Cl)F)Cl)OC2=C(N=CC(=C2)C3=CN(N=C3)C4CCNCC4)N. Cell line: HCT-15. Synergy scores: CSS=34.5, Synergy_ZIP=-3.26, Synergy_Bliss=-0.852, Synergy_Loewe=-0.997, Synergy_HSA=-0.0300. (2) Drug 1: CC1=C2C(C(=O)C3(C(CC4C(C3C(C(C2(C)C)(CC1OC(=O)C(C(C5=CC=CC=C5)NC(=O)OC(C)(C)C)O)O)OC(=O)C6=CC=CC=C6)(CO4)OC(=O)C)O)C)O. Drug 2: CC(C)NC(=O)C1=CC=C(C=C1)CNNC.Cl. Cell line: SN12C. Synergy scores: CSS=12.3, Synergy_ZIP=-5.17, Synergy_Bliss=1.50, Synergy_Loewe=-20.0, Synergy_HSA=-2.73. (3) Drug 1: C1=C(C(=O)NC(=O)N1)F. Drug 2: C(=O)(N)NO. Cell line: HCC-2998. Synergy scores: CSS=28.5, Synergy_ZIP=-12.0, Synergy_Bliss=-17.9, Synergy_Loewe=-14.7, Synergy_HSA=-11.8. (4) Drug 1: C1=CC(=C2C(=C1NCCNCCO)C(=O)C3=C(C=CC(=C3C2=O)O)O)NCCNCCO. Drug 2: CNC(=O)C1=NC=CC(=C1)OC2=CC=C(C=C2)NC(=O)NC3=CC(=C(C=C3)Cl)C(F)(F)F. Cell line: SNB-19. Synergy scores: CSS=64.4, Synergy_ZIP=2.10, Synergy_Bliss=2.26, Synergy_Loewe=-1.63, Synergy_HSA=4.27. (5) Drug 1: CC1=C(C=C(C=C1)NC2=NC=CC(=N2)N(C)C3=CC4=NN(C(=C4C=C3)C)C)S(=O)(=O)N.Cl. Cell line: SK-MEL-28. Drug 2: CC(C)(C#N)C1=CC(=CC(=C1)CN2C=NC=N2)C(C)(C)C#N. Synergy scores: CSS=-6.64, Synergy_ZIP=1.76, Synergy_Bliss=-1.92, Synergy_Loewe=-3.64, Synergy_HSA=-4.92.